This data is from Forward reaction prediction with 1.9M reactions from USPTO patents (1976-2016). The task is: Predict the product of the given reaction. (1) Given the reactants Br[CH2:2][CH2:3][CH2:4][N:5]1[C:9]2[CH:10]=[CH:11][CH:12]=[CH:13][C:8]=2[N:7]([C:14]2[CH:19]=[CH:18][C:17]([F:20])=[CH:16][CH:15]=2)[S:6]1(=[O:22])=[O:21].[CH3:23][NH2:24], predict the reaction product. The product is: [F:20][C:17]1[CH:18]=[CH:19][C:14]([N:7]2[C:8]3[CH:13]=[CH:12][CH:11]=[CH:10][C:9]=3[N:5]([CH2:4][CH2:3][CH2:2][NH:24][CH3:23])[S:6]2(=[O:22])=[O:21])=[CH:15][CH:16]=1. (2) Given the reactants [C:1]1([N:7]2[C:11](=[O:12])[CH2:10][C:9](=[O:13])[NH:8]2)[CH:6]=[CH:5][CH:4]=[CH:3][CH:2]=1.[CH3:14][C:15]1[C:22]([CH3:23])=[C:21]([O:24][CH2:25][CH2:26][CH3:27])[CH:20]=[CH:19][C:16]=1[CH:17]=O, predict the reaction product. The product is: [CH3:14][C:15]1[C:22]([CH3:23])=[C:21]([O:24][CH2:25][CH2:26][CH3:27])[CH:20]=[CH:19][C:16]=1[CH:17]=[C:10]1[C:11](=[O:12])[N:7]([C:1]2[CH:2]=[CH:3][CH:4]=[CH:5][CH:6]=2)[NH:8][C:9]1=[O:13]. (3) Given the reactants C([O:5][C:6]([CH2:8][O:9][C:10]1[CH:11]=[CH:12][C:13]2[O:17][C:16]([C:18]([NH:20][C:21]3[CH:26]=[CH:25][C:24]([Cl:27])=[CH:23][N:22]=3)=[O:19])=[C:15]([NH:28][C:29]([C@H:31]3[CH2:36][CH2:35][C@H:34]([N:37]([CH3:39])[CH3:38])[CH2:33][CH2:32]3)=[O:30])[C:14]=2[CH:40]=1)=[O:7])(C)(C)C.C(O)(C)C, predict the reaction product. The product is: [ClH:27].[C:6]([CH2:8][O:9][C:10]1[CH:11]=[CH:12][C:13]2[O:17][C:16]([C:18]([NH:20][C:21]3[CH:26]=[CH:25][C:24]([Cl:27])=[CH:23][N:22]=3)=[O:19])=[C:15]([NH:28][C:29]([C@H:31]3[CH2:36][CH2:35][C@H:34]([N:37]([CH3:38])[CH3:39])[CH2:33][CH2:32]3)=[O:30])[C:14]=2[CH:40]=1)([OH:7])=[O:5]. (4) Given the reactants [O:1]=[C:2]1[C:10](=[C:11]2[C:19]3[C:14](=[CH:15][C:16]([C:20]#[N:21])=[CH:17][CH:18]=3)[CH2:13][O:12]2)[C:9]2[C:4](=[CH:5][CH:6]=[CH:7][CH:8]=2)[NH:3]1.B.S(C)C, predict the reaction product. The product is: [NH2:21][CH2:20][C:16]1[CH:15]=[C:14]2[C:19](=[CH:18][CH:17]=1)[C:11](=[C:10]1[C:9]3[C:4](=[CH:5][CH:6]=[CH:7][CH:8]=3)[NH:3][C:2]1=[O:1])[O:12][CH2:13]2. (5) Given the reactants [CH2:1]([C:3]1[S:7][C:6]([C:8]2[O:12][C:11]3[CH:13]=[CH:14][CH:15]=[C:16]([OH:17])[C:10]=3[CH:9]=2)=[CH:5][CH:4]=1)[CH3:2].S(C1C=CC([N+]([O-])=O)=CC=1)(O[CH2:22][C@H:23]1[O:25][CH2:24]1)(=O)=O.C(=O)([O-])[O-].[K+].[K+], predict the reaction product. The product is: [CH2:1]([C:3]1[S:7][C:6]([C:8]2[O:12][C:11]3[CH:13]=[CH:14][CH:15]=[C:16]([O:17][CH2:22][C@H:23]4[O:25][CH2:24]4)[C:10]=3[CH:9]=2)=[CH:5][CH:4]=1)[CH3:2].